Dataset: Forward reaction prediction with 1.9M reactions from USPTO patents (1976-2016). Task: Predict the product of the given reaction. (1) Given the reactants [OH:1][CH:2]1[CH2:7][CH2:6][N:5]([C:8]([N:10]2[CH2:15][CH:14]([C:16]3[CH:21]=[CH:20][C:19]([O:22][C:23]([F:26])([F:25])[F:24])=[CH:18][CH:17]=3)[CH2:13][CH:12]([C:27](O)=[O:28])[CH2:11]2)=[O:9])[CH2:4][CH2:3]1.O[NH:31][C:32](=[NH:36])[CH:33]([CH3:35])[CH3:34], predict the reaction product. The product is: [OH:1][CH:2]1[CH2:3][CH2:4][N:5]([C:8]([N:10]2[CH2:15][CH:14]([C:16]3[CH:17]=[CH:18][C:19]([O:22][C:23]([F:24])([F:25])[F:26])=[CH:20][CH:21]=3)[CH2:13][CH:12]([C:27]3[O:28][N:36]=[C:32]([CH:33]([CH3:35])[CH3:34])[N:31]=3)[CH2:11]2)=[O:9])[CH2:6][CH2:7]1. (2) Given the reactants O=P12OP3(OP(OP(O3)(O1)=O)(=O)O2)=O.[CH3:15][N:16]([CH3:40])[C:17]1([C:34]2[CH:39]=[CH:38][CH:37]=[CH:36][CH:35]=2)[CH2:22][CH2:21][C:20]([C:24]2[NH:32][C:31]3[CH:30]=[CH:29][N:28]=[CH:27][C:26]=3[C:25]=2[CH3:33])(O)[CH2:19][CH2:18]1.O.[OH-].[Na+], predict the reaction product. The product is: [CH3:40][N:16]([CH3:15])[C:17]1([C:34]2[CH:39]=[CH:38][CH:37]=[CH:36][CH:35]=2)[CH2:22][CH2:21][C:20]([C:24]2[NH:32][C:31]3[CH:30]=[CH:29][N:28]=[CH:27][C:26]=3[C:25]=2[CH3:33])=[CH:19][CH2:18]1. (3) The product is: [CH2:1]([N:4]1[CH2:17][CH2:16][C:7]2[N:8]([CH2:22][CH:21]([C:23]3[CH:28]=[CH:27][N:26]=[CH:25][CH:24]=3)[OH:20])[C:9]3[CH:10]=[CH:11][C:12]([CH3:15])=[CH:13][C:14]=3[C:6]=2[CH2:5]1)[CH:2]=[CH2:3]. Given the reactants [CH2:1]([N:4]1[CH2:17][CH2:16][C:7]2[NH:8][C:9]3[CH:10]=[CH:11][C:12]([CH3:15])=[CH:13][C:14]=3[C:6]=2[CH2:5]1)[CH:2]=[CH2:3].[H-].[Na+].[O:20]1[CH2:22][CH:21]1[C:23]1[CH:28]=[CH:27][N:26]=[CH:25][CH:24]=1, predict the reaction product. (4) Given the reactants [CH3:1][S-:2].[Na+].Cl[CH2:5][C:6]1[CH:11]=[C:10]([F:12])[N:9]=[C:8]([NH2:13])[CH:7]=1, predict the reaction product. The product is: [F:12][C:10]1[N:9]=[C:8]([NH2:13])[CH:7]=[C:6]([CH2:5][S:2][CH3:1])[CH:11]=1. (5) The product is: [CH2:18]([C:5]1[CH:4]=[N:3][C:2]([Cl:1])=[N:7][CH:6]=1)[C:19]1[CH:24]=[CH:23][CH:22]=[CH:21][CH:20]=1. Given the reactants [Cl:1][C:2]1[N:7]=[CH:6][C:5](B(O)O)=[CH:4][N:3]=1.C(=O)([O-])[O-].[Na+].[Na+].O.[CH2:18](Br)[C:19]1[CH:24]=[CH:23][CH:22]=[CH:21][CH:20]=1, predict the reaction product.